This data is from Catalyst prediction with 721,799 reactions and 888 catalyst types from USPTO. The task is: Predict which catalyst facilitates the given reaction. (1) Reactant: [CH:1]1([C:4]([NH:6][C:7]2[S:8][C:9]3[C:14]([N:15]=2)=[CH:13][CH:12]=[C:11]([O:16][C:17]2[CH:18]=[C:19]([CH:23]=[CH:24][CH:25]=2)C(O)=O)[N:10]=3)=[O:5])[CH2:3][CH2:2]1.C1(P([N:40]=[N+]=[N-])(C2C=CC=CC=2)=O)C=CC=CC=1.C(N(CC)CC)C.CN(C)C=O. Product: [NH2:40][C:19]1[CH:18]=[C:17]([CH:25]=[CH:24][CH:23]=1)[O:16][C:11]1[N:10]=[C:9]2[S:8][C:7]([NH:6][C:4]([CH:1]3[CH2:2][CH2:3]3)=[O:5])=[N:15][C:14]2=[CH:13][CH:12]=1. The catalyst class is: 6. (2) Reactant: [CH3:1][O:2][C:3]1[CH:8]=[CH:7][N:6]=[CH:5][C:4]=1B(O)O.FC(F)(F)S(O[C:18]1[C@@:22]2([CH3:39])[CH2:23][CH2:24][C@H:25]3[C@H:34]([C@@H:21]2[CH2:20][CH:19]=1)[CH2:33][CH:32]=[C:31]1[C@:26]3([CH3:38])[CH2:27][CH2:28][C:29](=[O:37])[N:30]1[CH2:35][CH3:36])(=O)=O. Product: [CH2:35]([N:30]1[C:31]2[C@@:26]([CH3:38])([C@H:25]3[CH2:24][CH2:23][C@@:22]4([CH3:39])[C@@H:21]([CH2:20][CH:19]=[C:18]4[C:4]4[CH:5]=[N:6][CH:7]=[CH:8][C:3]=4[O:2][CH3:1])[C@@H:34]3[CH2:33][CH:32]=2)[CH2:27][CH2:28][C:29]1=[O:37])[CH3:36]. The catalyst class is: 184. (3) Reactant: [F:1][C:2]1[C:7]([F:8])=[CH:6][CH:5]=[CH:4][C:3]=1[C:9]1([C:14]([O:16]C)=[O:15])[CH2:13][CH2:12][CH2:11][CH2:10]1.[OH-].[Na+]. Product: [F:1][C:2]1[C:7]([F:8])=[CH:6][CH:5]=[CH:4][C:3]=1[C:9]1([C:14]([OH:16])=[O:15])[CH2:13][CH2:12][CH2:11][CH2:10]1. The catalyst class is: 5.